From a dataset of Forward reaction prediction with 1.9M reactions from USPTO patents (1976-2016). Predict the product of the given reaction. (1) Given the reactants Cl[C:2]1[CH:3]=[N:4][CH:5]=[CH:6][C:7]=1[C:8](=[O:22])[CH2:9][C:10]([C:12]1[CH:13]=[C:14]([CH:19]=[CH:20][CH:21]=1)[C:15]([O:17][CH3:18])=[O:16])=[O:11].C([O-])([O-])=O.[K+].[K+].Cl.O, predict the reaction product. The product is: [O:22]=[C:8]1[C:7]2[C:6](=[CH:5][N:4]=[CH:3][CH:2]=2)[O:11][C:10]([C:12]2[CH:13]=[C:14]([CH:19]=[CH:20][CH:21]=2)[C:15]([O:17][CH3:18])=[O:16])=[CH:9]1. (2) Given the reactants [CH3:1][CH:2]1[CH2:8][CH:7]2[CH:9]([NH2:10])[CH:4]([CH2:5][CH2:6]2)[CH2:3]1.[Cl:11][C:12]1[S:16][C:15]([S:17](Cl)(=[O:19])=[O:18])=[CH:14][CH:13]=1.N1C=CC=CC=1, predict the reaction product. The product is: [CH3:1][CH:2]1[CH2:3][CH:4]2[CH:9]([NH:10][S:17]([C:15]3[S:16][C:12]([Cl:11])=[CH:13][CH:14]=3)(=[O:19])=[O:18])[CH:7]([CH2:6][CH2:5]2)[CH2:8]1.